Dataset: Reaction yield outcomes from USPTO patents with 853,638 reactions. Task: Predict the reaction yield, written as a fraction of the theoretical maximum amount of product (1.0 means a 100% yield; for example, 0.34 means a 34% yield). (1) The reactants are [CH2:1]([N:3]([CH2:20][CH3:21])[CH2:4][CH2:5][N:6]1[CH2:12][CH2:11][CH2:10][C:9]2[NH:13][C:14]([CH:17]=O)=[C:15]([CH3:16])[C:8]=2[C:7]1=[O:19])[CH3:2].[Br:22][C:23]1[CH:31]=[CH:30][CH:29]=[C:28]2[C:24]=1[CH2:25][C:26](=[O:32])[NH:27]2. No catalyst specified. The product is [Br:22][C:23]1[CH:31]=[CH:30][CH:29]=[C:28]2[C:24]=1/[C:25](=[CH:17]/[C:14]1[NH:13][C:9]3[CH2:10][CH2:11][CH2:12][N:6]([CH2:5][CH2:4][N:3]([CH2:20][CH3:21])[CH2:1][CH3:2])[C:7](=[O:19])[C:8]=3[C:15]=1[CH3:16])/[C:26](=[O:32])[NH:27]2. The yield is 0.455. (2) The reactants are [CH2:1]([O:8][C:9]1[CH:14]=[C:13]([OH:15])[CH:12]=[CH:11][C:10]=1/[CH:16]=[CH:17]/[C:18]([O:20][CH2:21][CH3:22])=[O:19])[C:2]1[CH:7]=[CH:6][CH:5]=[CH:4][CH:3]=1.[CH3:23][O:24][CH2:25][CH2:26]O.C(P(CCCC)CCCC)CCC.N(C(N1CCCCC1)=O)=NC(N1CCCCC1)=O. The catalyst is O1CCCC1. The product is [CH2:1]([O:8][C:9]1[CH:14]=[C:13]([O:15][CH2:26][CH2:25][O:24][CH3:23])[CH:12]=[CH:11][C:10]=1/[CH:16]=[CH:17]/[C:18]([O:20][CH2:21][CH3:22])=[O:19])[C:2]1[CH:3]=[CH:4][CH:5]=[CH:6][CH:7]=1. The yield is 0.830. (3) The reactants are [Cl-].[Cl:2][C:3]1[C:12]2[C:7](=[CH:8][CH:9]=[CH:10][CH:11]=2)[CH:6]=[CH:5][C:4]=1[NH:13][CH2:14][CH2:15][NH3+:16].[S:17]1[CH:21]=[CH:20][CH:19]=[C:18]1[CH:22]=O. No catalyst specified. The product is [Cl:2][C:3]1[C:12]2[C:7](=[CH:8][CH:9]=[CH:10][CH:11]=2)[CH:6]=[CH:5][C:4]=1[NH:13][CH2:14][CH2:15][NH:16][CH2:22][C:18]1[S:17][CH:21]=[CH:20][CH:19]=1. The yield is 0.590. (4) The product is [Cl:1][C:2]1[N:10]=[CH:9][C:8]2[N:7]([S:18]([C:21]3[CH:27]=[CH:26][C:24]([CH3:25])=[CH:23][CH:22]=3)(=[O:20])=[O:19])[C:6]3[N:11]=[CH:12][C:13]([F:15])=[CH:14][C:5]=3[C:4]=2[CH:3]=1. The reactants are [Cl:1][C:2]1[N:10]=[CH:9][C:8]2[NH:7][C:6]3[N:11]=[CH:12][C:13]([F:15])=[CH:14][C:5]=3[C:4]=2[CH:3]=1.[H-].[Na+].[S:18](Cl)([C:21]1[CH:27]=[CH:26][C:24]([CH3:25])=[CH:23][CH:22]=1)(=[O:20])=[O:19].C([O-])(O)=O.[Na+]. The yield is 0.750. The catalyst is CN(C=O)C.O. (5) The reactants are [OH-].[Na+].[CH2:3]([O:5][C:6]1[CH:7]=[C:8]2[C:13](=[CH:14][CH:15]=1)[CH:12]([C:16]([O:18]CC)=[O:17])[N:11]([C:21]([O:23][C:24]([CH3:27])([CH3:26])[CH3:25])=[O:22])[CH2:10][CH2:9]2)[CH3:4].CCO. The catalyst is C1COCC1. The product is [C:24]([O:23][C:21]([N:11]1[CH2:10][CH2:9][C:8]2[C:13](=[CH:14][CH:15]=[C:6]([O:5][CH2:3][CH3:4])[CH:7]=2)[CH:12]1[C:16]([OH:18])=[O:17])=[O:22])([CH3:25])([CH3:26])[CH3:27]. The yield is 0.298. (6) The reactants are [C:1]([O:5][C:6]([NH:8][C@@H:9]1[CH2:12][C@H:11]([C:13](O)=[O:14])[CH2:10]1)=[O:7])([CH3:4])([CH3:3])[CH3:2]. The catalyst is C1COCC1. The product is [OH:14][CH2:13][C@@H:11]1[CH2:10][C@H:9]([NH:8][C:6](=[O:7])[O:5][C:1]([CH3:3])([CH3:2])[CH3:4])[CH2:12]1. The yield is 0.650. (7) The product is [Br:15][C:8]1[CH:7]=[C:6]2[C:11]([C:12]3[CH:13]=[CH:14][C:2]([C:28]4[CH:29]=[CH:30][C:24]5[O:23][C:22]6[CH:21]=[CH:20][CH:19]=[CH:18][C:26]=6[C:25]=5[CH:27]=4)=[CH:3][C:4]=3[C:5]2([CH3:16])[CH3:17])=[CH:10][CH:9]=1. The yield is 0.480. The reactants are Br[C:2]1[CH:14]=[CH:13][C:12]2[C:11]3[C:6](=[CH:7][C:8]([Br:15])=[CH:9][CH:10]=3)[C:5]([CH3:17])([CH3:16])[C:4]=2[CH:3]=1.[CH:18]1[C:26]2[C:25]3[CH:27]=[CH:28][CH:29]=[CH:30][C:24]=3[O:23][C:22]=2[CH:21]=[CH:20][C:19]=1B(O)O.C([O-])([O-])=O.[K+].[K+]. The catalyst is C1(C)C=CC=CC=1.O.C1C=CC(P(C2C=CC=CC=2)C2C=CC=CC=2)=CC=1.C1C=CC(P(C2C=CC=CC=2)C2C=CC=CC=2)=CC=1.C1C=CC(P(C2C=CC=CC=2)C2C=CC=CC=2)=CC=1.C1C=CC(P(C2C=CC=CC=2)C2C=CC=CC=2)=CC=1.[Pd].